From a dataset of Experimentally validated miRNA-target interactions with 360,000+ pairs, plus equal number of negative samples. Binary Classification. Given a miRNA mature sequence and a target amino acid sequence, predict their likelihood of interaction. (1) The miRNA is hsa-miR-2355-5p with sequence AUCCCCAGAUACAAUGGACAA. Result: 0 (no interaction). The protein sequence of the target gene is MVRILANGEIVQDDDPRVRTTTQPPRGSIPRQSFFNRGHGAPPGGPGPRQQQAGARLGAAQSPFNDLNRQLVNMGFPQWHLGNHAVEPVTSILLLFLLMMLGVRGLLLVGLVYLVSHLSQR. (2) The miRNA is hsa-miR-6853-3p with sequence UGUUCAUUGGAACCCUGCGCAG. The protein sequence of the target gene is MWVPGFGSARLPQRRRSGLESSSVRPLWLLLLFLLAAVRPVRAWESGDLELFDLVEEVQLNFYEFLGVQQDASSADIRKAYRKLSLTLHPDKNKDENAETQFRQLVAIYEVLKDDERRQRYDDVLINGLPDWRQPVFYYRRVRKMSNAELALLLFIILTVGHYAVVWSIYLEKQLDELLGRKKRERKKKTGSKSVDAAKLGASEKNERLLIKPQWHDLLPCKLGIWFCLTLKALPHLIQDAGQFYAKYKETKLKEKEDALARIEIETLQKQKKVKVKKPKPEFPVYMPLENTYIQSYDHG.... Result: 0 (no interaction). (3) The miRNA is hsa-miR-1306-3p with sequence ACGUUGGCUCUGGUGGUG. The protein sequence of the target gene is MARSLTWGCCPWCLTEEEKTAARIDQEINRILLEQKKQEREELKLLLLGPGESGKSTFIKQMRIIHGVGYSEEDRRAFRLLIYQNIFVSMQAMIDAMDRLQIPFSRPDSKQHASLVMTQDPYKVSTFEKPYAVAMQYLWRDAGIRACYERRREFHLLDSAVYYLSHLERISEDSYIPTAQDVLRSRMPTTGINEYCFSVKKTKLRIVDVGGQRSERRKWIHCFENVIALIYLASLSEYDQCLEENDQENRMEESLALFSTILELPWFKSTSVILFLNKTDILEDKIHTSHLATYFPSFQG.... Result: 0 (no interaction). (4) The miRNA is hsa-miR-1255b-2-3p with sequence AACCACUUUCUUUGCUCAUCCA. The protein sequence of the target gene is MEPNSPKKIQFAVPLFQSQIAPEAAEQIRKRRPTPASLVILNEHNSPEIDEKRVTNTQESQNASPKQRKQSVYTPPAMKGVKHLKDQNGSAFPEEEESASEREEKWNH. Result: 0 (no interaction). (5) The miRNA is hsa-miR-6068 with sequence CCUGCGAGUCUCCGGCGGUGG. The protein sequence of the target gene is MEVKNFAVWDYVVFAALFFISSGIGVFFAIKERKKATSREFLVGGRQMSFGPVGLSLTASFMSAVTVLGTPSEVYRFGASFLVFFIAYLFVILLTSELFLPVFYRSGITSTYEYLQLRFNKPVRYAATVIYIVQTILYTGVVVYAPALALNQVTGFDLWGSVFATGIVCTFYCTLGGLKAVVWTDAFQMVVMIVGFLTVLIQGSTHAGGFHNVLEQSTNGSRLHIFDFDVDPLRRHTFWTITVGGTFTWLGIYGVNQSTIQRCISCKTEKHAKLALYFNLLGLWIILVCAVFSGLIMYSH.... Result: 0 (no interaction). (6) The miRNA is cfa-miR-539 with sequence GGAGAAAUUAUCCUUGGUGUGU. The protein sequence of the target gene is MAAEREPPPLGDGKPTDFEDLEDGEDLFTSTVSTLESSPSSPEPASLPAEDISANSNGPKPTEVVLDDDREDLFAEATEEVSLDSPEREPILSSEPSPAVTPVTPTTLIAPRIESKSMSAPVIFDRSREEIEEEANGDIFDIEIGVSDPEKVGDGMNAYMAYRVTTKTSLSMFSKSEFSVKRRFSDFLGLHSKLASKYLHVGYIVPPAPEKSIVGMTKVKVGKEDSSSTEFVEKRRAALERYLQRTVKHPTLLQDPDLRQFLESSELPRAVNTQALSGAGILRMVNKAADAVNKMTIKMN.... Result: 0 (no interaction).